From a dataset of NCI-60 drug combinations with 297,098 pairs across 59 cell lines. Regression. Given two drug SMILES strings and cell line genomic features, predict the synergy score measuring deviation from expected non-interaction effect. (1) Drug 1: CS(=O)(=O)C1=CC(=C(C=C1)C(=O)NC2=CC(=C(C=C2)Cl)C3=CC=CC=N3)Cl. Drug 2: CN(C)N=NC1=C(NC=N1)C(=O)N. Cell line: SK-MEL-28. Synergy scores: CSS=-6.91, Synergy_ZIP=3.13, Synergy_Bliss=-0.905, Synergy_Loewe=-8.26, Synergy_HSA=-7.83. (2) Drug 1: CC1=C(C=C(C=C1)NC2=NC=CC(=N2)N(C)C3=CC4=NN(C(=C4C=C3)C)C)S(=O)(=O)N.Cl. Drug 2: CC1CCC2CC(C(=CC=CC=CC(CC(C(=O)C(C(C(=CC(C(=O)CC(OC(=O)C3CCCCN3C(=O)C(=O)C1(O2)O)C(C)CC4CCC(C(C4)OC)O)C)C)O)OC)C)C)C)OC. Cell line: KM12. Synergy scores: CSS=13.3, Synergy_ZIP=4.76, Synergy_Bliss=6.96, Synergy_Loewe=5.97, Synergy_HSA=9.18. (3) Drug 1: CC1=C(N=C(N=C1N)C(CC(=O)N)NCC(C(=O)N)N)C(=O)NC(C(C2=CN=CN2)OC3C(C(C(C(O3)CO)O)O)OC4C(C(C(C(O4)CO)O)OC(=O)N)O)C(=O)NC(C)C(C(C)C(=O)NC(C(C)O)C(=O)NCCC5=NC(=CS5)C6=NC(=CS6)C(=O)NCCC[S+](C)C)O. Drug 2: CS(=O)(=O)OCCCCOS(=O)(=O)C. Cell line: A498. Synergy scores: CSS=14.8, Synergy_ZIP=-5.31, Synergy_Bliss=-3.75, Synergy_Loewe=-15.6, Synergy_HSA=-2.32. (4) Drug 1: C1CN1P(=S)(N2CC2)N3CC3. Synergy scores: CSS=39.0, Synergy_ZIP=-5.80, Synergy_Bliss=0.793, Synergy_Loewe=-9.83, Synergy_HSA=2.56. Drug 2: C1=CN(C(=O)N=C1N)C2C(C(C(O2)CO)O)O.Cl. Cell line: HCT-15. (5) Drug 1: CCC1=C2CN3C(=CC4=C(C3=O)COC(=O)C4(CC)O)C2=NC5=C1C=C(C=C5)O. Drug 2: CN1C2=C(C=C(C=C2)N(CCCl)CCCl)N=C1CCCC(=O)O.Cl. Cell line: A549. Synergy scores: CSS=4.25, Synergy_ZIP=0.290, Synergy_Bliss=3.50, Synergy_Loewe=-4.26, Synergy_HSA=0.823. (6) Drug 1: C1CC(=O)NC(=O)C1N2CC3=C(C2=O)C=CC=C3N. Drug 2: CC1C(C(CC(O1)OC2CC(CC3=C2C(=C4C(=C3O)C(=O)C5=CC=CC=C5C4=O)O)(C(=O)C)O)N)O. Cell line: DU-145. Synergy scores: CSS=35.7, Synergy_ZIP=-0.747, Synergy_Bliss=-3.29, Synergy_Loewe=-15.0, Synergy_HSA=-3.47. (7) Drug 1: CN(C)C1=NC(=NC(=N1)N(C)C)N(C)C. Drug 2: CC1CCC2CC(C(=CC=CC=CC(CC(C(=O)C(C(C(=CC(C(=O)CC(OC(=O)C3CCCCN3C(=O)C(=O)C1(O2)O)C(C)CC4CCC(C(C4)OC)OCCO)C)C)O)OC)C)C)C)OC. Cell line: ACHN. Synergy scores: CSS=12.9, Synergy_ZIP=-0.235, Synergy_Bliss=-4.03, Synergy_Loewe=-22.5, Synergy_HSA=-7.19.